Dataset: Reaction yield outcomes from USPTO patents with 853,638 reactions. Task: Predict the reaction yield, written as a fraction of the theoretical maximum amount of product (1.0 means a 100% yield; for example, 0.34 means a 34% yield). The reactants are C[Si]([C:5]#[C:6][C:7]1[CH:19]=[CH:18][C:10]([CH2:11][N:12]2[CH2:17][CH2:16][O:15][CH2:14][CH2:13]2)=[CH:9][CH:8]=1)(C)C.C(O)(C(F)(F)F)=O. The catalyst is C(Cl)Cl. The product is [C:6]([C:7]1[CH:19]=[CH:18][C:10]([CH2:11][N:12]2[CH2:13][CH2:14][O:15][CH2:16][CH2:17]2)=[CH:9][CH:8]=1)#[CH:5]. The yield is 0.400.